This data is from Reaction yield outcomes from USPTO patents with 853,638 reactions. The task is: Predict the reaction yield, written as a fraction of the theoretical maximum amount of product (1.0 means a 100% yield; for example, 0.34 means a 34% yield). (1) The reactants are [OH:1][C@@H:2]1[CH2:5][C@H:4]([CH2:6][NH:7][C:8](=[O:14])[O:9][C:10]([CH3:13])([CH3:12])[CH3:11])[CH2:3]1.C(N(CC)CC)C.[CH3:22][S:23](Cl)(=[O:25])=[O:24].O. The catalyst is C(Cl)Cl. The product is [CH3:22][S:23]([O:1][C@H:2]1[CH2:5][C@@H:4]([CH2:6][NH:7][C:8]([O:9][C:10]([CH3:11])([CH3:13])[CH3:12])=[O:14])[CH2:3]1)(=[O:25])=[O:24]. The yield is 0.700. (2) The reactants are Cl[C:2]1[N:7]=[CH:6][N:5]=[C:4]([NH:8][C@H:9]2[CH2:13][C@H:12]([OH:14])[C@@H:11]([CH2:15][OH:16])[CH2:10]2)[CH:3]=1.[NH2:17][C@@H:18]1[C:26]2[C:21](=[CH:22][CH:23]=[CH:24][CH:25]=2)[CH2:20][CH2:19]1. The catalyst is C(O)CCC. The product is [C@@H:18]1([NH:17][C:2]2[N:7]=[CH:6][N:5]=[C:4]([NH:8][C@H:9]3[CH2:13][C@H:12]([OH:14])[C@@H:11]([CH2:15][OH:16])[CH2:10]3)[CH:3]=2)[C:26]2[C:21](=[CH:22][CH:23]=[CH:24][CH:25]=2)[CH2:20][CH2:19]1. The yield is 0.730. (3) The reactants are [CH2:1]([O:8][C:9]1[CH:10]=[CH:11][C:12]([OH:33])=[C:13]([C:15]2(O)[C:23]3[C:18](=[CH:19][CH:20]=[CH:21][CH:22]=3)[N:17]([CH2:24][C:25]3[S:26][C:27]([Cl:30])=[CH:28][CH:29]=3)[C:16]2=[O:31])[CH:14]=1)[C:2]1[CH:7]=[CH:6][CH:5]=[CH:4][CH:3]=1.FC(F)(F)C(O)=O.C([SiH](CC)CC)C. The catalyst is ClCCl. The product is [CH2:1]([O:8][C:9]1[CH:10]=[CH:11][C:12]([OH:33])=[C:13]([CH:15]2[C:23]3[C:18](=[CH:19][CH:20]=[CH:21][CH:22]=3)[N:17]([CH2:24][C:25]3[S:26][C:27]([Cl:30])=[CH:28][CH:29]=3)[C:16]2=[O:31])[CH:14]=1)[C:2]1[CH:7]=[CH:6][CH:5]=[CH:4][CH:3]=1. The yield is 0.610. (4) The reactants are [CH3:1][C:2]([OH:6])([C:4]#[CH:5])[CH3:3].[CH3:7][O:8][C:9]1[CH:16]=[CH:15][C:12]([CH:13]=[O:14])=[CH:11][CH:10]=1. The catalyst is C1COCC1. The product is [CH3:7][O:8][C:9]1[CH:16]=[CH:15][C:12]([CH:13]([OH:14])[C:5]#[C:4][C:2]([CH3:3])([OH:6])[CH3:1])=[CH:11][CH:10]=1. The yield is 0.780. (5) The reactants are [CH:1]1([NH2:7])[CH2:6][CH2:5][CH2:4][CH2:3][CH2:2]1.C([O:10][C:11]([C:13]1[C:14](=[O:25])[N:15]([CH3:24])[C:16]2[C:21]([C:22]=1[OH:23])=[CH:20][CH:19]=[CH:18][CH:17]=2)=O)C. The catalyst is C1(C)C=CC=CC=1.O. The product is [CH:1]1([NH:7][C:11]([C:13]2[C:14](=[O:25])[N:15]([CH3:24])[C:16]3[C:21]([C:22]=2[OH:23])=[CH:20][CH:19]=[CH:18][CH:17]=3)=[O:10])[CH2:6][CH2:5][CH2:4][CH2:3][CH2:2]1. The yield is 0.700.